From a dataset of Reaction yield outcomes from USPTO patents with 853,638 reactions. Predict the reaction yield, written as a fraction of the theoretical maximum amount of product (1.0 means a 100% yield; for example, 0.34 means a 34% yield). The reactants are [OH:1][C:2]1[C:3]2[C:13]([C:14]3[S:15][C:16](I)=[C:17]([CH3:19])[CH:18]=3)=[CH:12][S:11][C:4]=2[NH:5][C:6](=[O:10])[C:7]=1[C:8]#[N:9].O.[OH:22][C:23]1[CH:28]=[CH:27][C:26](B(O)O)=[CH:25][CH:24]=1.C([O-])([O-])=O.[Cs+].[Cs+]. The catalyst is O1CCOCC1.CN(C=O)C.CS(C)=O.CO.C1C=CC([P]([Pd]([P](C2C=CC=CC=2)(C2C=CC=CC=2)C2C=CC=CC=2)([P](C2C=CC=CC=2)(C2C=CC=CC=2)C2C=CC=CC=2)[P](C2C=CC=CC=2)(C2C=CC=CC=2)C2C=CC=CC=2)(C2C=CC=CC=2)C2C=CC=CC=2)=CC=1. The product is [OH:1][C:2]1[C:3]2[C:13]([C:14]3[S:15][C:16]([C:26]4[CH:27]=[CH:28][C:23]([OH:22])=[CH:24][CH:25]=4)=[C:17]([CH3:19])[CH:18]=3)=[CH:12][S:11][C:4]=2[NH:5][C:6](=[O:10])[C:7]=1[C:8]#[N:9]. The yield is 0.530.